Dataset: Forward reaction prediction with 1.9M reactions from USPTO patents (1976-2016). Task: Predict the product of the given reaction. (1) Given the reactants [NH2:1][C:2]1[C:3]([CH3:10])=[CH:4][C:5]([O:8][CH3:9])=[N:6][CH:7]=1.[C:11](O[C:11]([O:13][C:14]([CH3:17])([CH3:16])[CH3:15])=[O:12])([O:13][C:14]([CH3:17])([CH3:16])[CH3:15])=[O:12].C([O-])([O-])=O.[Na+].[Na+], predict the reaction product. The product is: [C:14]([O:13][C:11](=[O:12])[NH:1][C:2]1[CH:7]=[N:6][C:5]([O:8][CH3:9])=[CH:4][C:3]=1[CH3:10])([CH3:17])([CH3:16])[CH3:15]. (2) Given the reactants [OH:1][C:2]1[C:3]([C:15]2[CH:20]=[CH:19][CH:18]=[CH:17][CH:16]=2)=[N:4][C:5]2[C:10]([C:11]=1[C:12](O)=[O:13])=[CH:9][CH:8]=[CH:7][CH:6]=2.ON1C2C=CC=CC=2N=N1.[C:31]1([C@@H:37]([NH2:40])[CH2:38][CH3:39])[CH:36]=[CH:35][CH:34]=[CH:33][CH:32]=1.C1(N=C=NC2CCCCC2)CCCCC1, predict the reaction product. The product is: [CH2:38]([C@H:37]([NH:40][C:12]([C:11]1[C:10]2[C:5](=[CH:6][CH:7]=[CH:8][CH:9]=2)[N:4]=[C:3]([C:15]2[CH:20]=[CH:19][CH:18]=[CH:17][CH:16]=2)[C:2]=1[OH:1])=[O:13])[C:31]1[CH:36]=[CH:35][CH:34]=[CH:33][CH:32]=1)[CH3:39]. (3) Given the reactants [C:1]([NH:4][C:5]1[S:6][C:7]([C:11]2[CH:12]=[C:13]([S:17](Cl)(=[O:19])=[O:18])[S:14][C:15]=2[Br:16])=[C:8]([CH3:10])[N:9]=1)(=[O:3])[CH3:2].C(N(CC)CC)C.[CH3:28][N:29]([CH3:34])[CH2:30][CH2:31][CH2:32][NH2:33], predict the reaction product. The product is: [Br:16][C:15]1[S:14][C:13]([S:17](=[O:19])(=[O:18])[NH:33][CH2:32][CH2:31][CH2:30][N:29]([CH3:34])[CH3:28])=[CH:12][C:11]=1[C:7]1[S:6][C:5]([NH:4][C:1](=[O:3])[CH3:2])=[N:9][C:8]=1[CH3:10]. (4) Given the reactants [CH3:1][O:2][CH2:3][C:4]1[NH:5][C:6](=O)[C:7]2[CH:13]=[CH:12][C:11]([C:14]3[C:19]([C:20]([F:23])([F:22])[F:21])=[CH:18][CH:17]=[CH:16][N:15]=3)=[N:10][C:8]=2[N:9]=1.N1C(C)=CC=CC=1C.O=P(Cl)(Cl)[Cl:35], predict the reaction product. The product is: [Cl:35][C:6]1[C:7]2[CH:13]=[CH:12][C:11]([C:14]3[C:19]([C:20]([F:23])([F:22])[F:21])=[CH:18][CH:17]=[CH:16][N:15]=3)=[N:10][C:8]=2[N:9]=[C:4]([CH2:3][O:2][CH3:1])[N:5]=1.